Dataset: Forward reaction prediction with 1.9M reactions from USPTO patents (1976-2016). Task: Predict the product of the given reaction. Given the reactants OC(C(F)(F)F)=O.[CH3:8][C:9]1([CH3:36])[C@H:14]([NH:15][C:16]2[C:17]3[N:18]([CH:25]=[C:26]([C:28]4[CH:29]=[N:30][C:31]([O:34][CH3:35])=[CH:32][CH:33]=4)[CH:27]=3)[N:19]=[CH:20][C:21]=2[C:22]([NH2:24])=[O:23])[CH2:13][CH2:12][NH:11][CH2:10]1.[NH2:37][C:38](=[O:42])[C:39](O)=[O:40].CN(C(ON1N=NC2C=CC=NC1=2)=[N+](C)C)C.F[P-](F)(F)(F)(F)F.C(N(CC)CC)C, predict the reaction product. The product is: [NH2:37][C:38](=[O:42])[C:39]([N:11]1[CH2:12][CH2:13][C@@H:14]([NH:15][C:16]2[C:17]3[N:18]([CH:25]=[C:26]([C:28]4[CH:29]=[N:30][C:31]([O:34][CH3:35])=[CH:32][CH:33]=4)[CH:27]=3)[N:19]=[CH:20][C:21]=2[C:22]([NH2:24])=[O:23])[C:9]([CH3:36])([CH3:8])[CH2:10]1)=[O:40].